From a dataset of Catalyst prediction with 721,799 reactions and 888 catalyst types from USPTO. Predict which catalyst facilitates the given reaction. (1) Reactant: [Br:1][C:2]1[CH:7]=[CH:6][CH:5]=[CH:4][C:3]=1[NH:8][S:9]([CH3:12])(=[O:11])=[O:10].[C:13](=O)([O-])[O-].[Cs+].[Cs+].IC. Product: [Br:1][C:2]1[CH:7]=[CH:6][CH:5]=[CH:4][C:3]=1[N:8]([CH3:13])[S:9]([CH3:12])(=[O:11])=[O:10]. The catalyst class is: 245. (2) Reactant: [CH2:1]([O:8][C@@H:9]1[CH2:13][C@H:12]([O:14][C:15]2[C:20]([F:21])=[CH:19][C:18]([S:22]([N:25](CC3C=CC(OC)=CC=3OC)[C:26]3[CH:31]=[CH:30][N:29]=[CH:28][N:27]=3)(=[O:24])=[O:23])=[C:17]([F:43])[CH:16]=2)[C@@H:11]([C:44]2[N:48]([CH3:49])[N:47]=[CH:46][CH:45]=2)[CH2:10]1)[C:2]1[CH:7]=[CH:6][CH:5]=[CH:4][CH:3]=1.C([SiH](CC)CC)C.FC(F)(F)C(O)=O. Product: [CH2:1]([O:8][C@@H:9]1[CH2:13][C@H:12]([O:14][C:15]2[C:20]([F:21])=[CH:19][C:18]([S:22]([NH:25][C:26]3[CH:31]=[CH:30][N:29]=[CH:28][N:27]=3)(=[O:23])=[O:24])=[C:17]([F:43])[CH:16]=2)[C@@H:11]([C:44]2[N:48]([CH3:49])[N:47]=[CH:46][CH:45]=2)[CH2:10]1)[C:2]1[CH:7]=[CH:6][CH:5]=[CH:4][CH:3]=1. The catalyst class is: 4. (3) Reactant: [CH3:1][N:2]1[C:11]2[NH:10][C:9]3[CH:12]=[C:13]([CH3:16])[CH:14]=[CH:15][C:8]=3[NH:7][C:6](=O)[C:5]=2[CH:4]=[N:3]1.[H-].[Al+3].[Li+].[H-].[H-].[H-].N. Product: [CH3:1][N:2]1[C:11]2[NH:10][C:9]3[CH:12]=[C:13]([CH3:16])[CH:14]=[CH:15][C:8]=3[NH:7][CH2:6][C:5]=2[CH:4]=[N:3]1. The catalyst class is: 1.